Task: Predict the reaction yield, written as a fraction of the theoretical maximum amount of product (1.0 means a 100% yield; for example, 0.34 means a 34% yield).. Dataset: Reaction yield outcomes from USPTO patents with 853,638 reactions (1) The reactants are [C:1]([C:3]1[C:11]2[C:6](=[CH:7][C:8]([O:12]CC)=[CH:9][CH:10]=2)[N:5]([CH2:15][CH3:16])[C:4]=1[C:17]1[CH:22]=[CH:21][C:20]([NH:23][C:24]([CH:26]2[CH2:28][CH2:27]2)=[O:25])=[CH:19][CH:18]=1)#[N:2].B(Br)(Br)Br.C([O-])(O)=O.[Na+]. The catalyst is C(Cl)Cl. The product is [C:1]([C:3]1[C:11]2[C:6](=[CH:7][C:8]([OH:12])=[CH:9][CH:10]=2)[N:5]([CH2:15][CH3:16])[C:4]=1[C:17]1[CH:22]=[CH:21][C:20]([NH:23][C:24]([CH:26]2[CH2:28][CH2:27]2)=[O:25])=[CH:19][CH:18]=1)#[N:2]. The yield is 0.910. (2) The reactants are [C:1]([O:4][CH:5]1[C:9]2[N:10]=[CH:11][N:12]=[C:13](Cl)[C:8]=2[C@H:7]([CH3:15])[CH2:6]1)(=[O:3])[CH3:2].[C:16]([N:23]1[CH2:28][CH2:27][NH:26][CH2:25][CH2:24]1)([O:18][C:19]([CH3:22])([CH3:21])[CH3:20])=[O:17]. The catalyst is CN1C(=O)CCC1.C(OCC)(=O)C. The product is [C:1]([O:4][CH:5]1[C:9]2[N:10]=[CH:11][N:12]=[C:13]([N:26]3[CH2:25][CH2:24][N:23]([C:16]([O:18][C:19]([CH3:22])([CH3:21])[CH3:20])=[O:17])[CH2:28][CH2:27]3)[C:8]=2[C@H:7]([CH3:15])[CH2:6]1)(=[O:3])[CH3:2]. The yield is 0.720. (3) The reactants are [CH3:1][C:2]1([CH3:31])[CH2:7][O:6][C:5]([CH2:14][S:15][CH2:16][C:17]([N:19]2[C@@H:23]([C:24]3[CH:29]=[CH:28][CH:27]=[CH:26][CH:25]=3)[CH2:22][O:21][C:20]2=[O:30])=[O:18])([C:8]2[CH:13]=[CH:12][CH:11]=[CH:10][CH:9]=2)[O:4][CH2:3]1.[F:32][C:33]1[CH:38]=[CH:37][C:36]([N:39]=[CH:40][C:41]2[CH:55]=[CH:54][C:44]([O:45][CH2:46][C:47]([O:49][C:50]([CH3:53])([CH3:52])[CH3:51])=[O:48])=[CH:43][CH:42]=2)=[CH:35][CH:34]=1.C(N(C(C)C)C(C)C)C.C(O)(C)C. The catalyst is C(Cl)Cl.CC([O-])C.CC([O-])C.CC([O-])C.CC([O-])C.[Ti+4].Cl[Ti](Cl)(Cl)Cl.O. The product is [CH3:1][C:2]1([CH3:31])[CH2:3][O:4][C:5]([CH2:14][S:15][C@@H:16]([C:17](=[O:18])[N:19]2[C@@H:23]([C:24]3[CH:25]=[CH:26][CH:27]=[CH:28][CH:29]=3)[CH2:22][O:21][C:20]2=[O:30])[C@H:40]([C:41]2[CH:55]=[CH:54][C:44]([O:45][CH2:46][C:47]([O:49][C:50]([CH3:51])([CH3:52])[CH3:53])=[O:48])=[CH:43][CH:42]=2)[NH:39][C:36]2[CH:35]=[CH:34][C:33]([F:32])=[CH:38][CH:37]=2)([C:8]2[CH:13]=[CH:12][CH:11]=[CH:10][CH:9]=2)[O:6][CH2:7]1. The yield is 0.560. (4) The reactants are [OH:1][CH2:2][CH2:3][CH2:4][CH2:5][CH2:6][CH2:7][CH2:8][C:9]([OH:11])=[O:10].[C:12](Cl)(=O)C.[O:16]1[CH:21]=[CH:20][CH2:19][CH2:18][CH2:17]1.C(N(CC)CC)C. The catalyst is CO. The product is [O:16]1[CH2:17][CH2:18][CH2:19][CH2:20][CH:21]1[O:1][CH2:2][CH2:3][CH2:4][CH2:5][CH2:6][CH2:7][CH2:8][C:9]([O:11][CH3:12])=[O:10]. The yield is 0.900. (5) The reactants are C(OC(=O)C(CS(N1CCN(C2C=CC(Br)=CC=2)CC1)(=O)=O)C(C)C)(C)(C)C.[N:29]1[CH:34]=[CH:33][CH:32]=[C:31]([C:35]2[CH:40]=[CH:39][C:38]([N:41]3[CH2:46][CH2:45][NH:44][CH2:43][CH2:42]3)=[CH:37][CH:36]=2)[CH:30]=1.[CH3:47][O:48][C:49]([C:51]1([CH2:57][S:58](Cl)(=[O:60])=[O:59])[CH2:56][CH2:55][O:54][CH2:53][CH2:52]1)=[O:50]. No catalyst specified. The product is [CH3:47][O:48][C:49]([C:51]1([CH2:57][S:58]([N:44]2[CH2:45][CH2:46][N:41]([C:38]3[CH:37]=[CH:36][C:35]([C:31]4[CH:30]=[N:29][CH:34]=[CH:33][CH:32]=4)=[CH:40][CH:39]=3)[CH2:42][CH2:43]2)(=[O:60])=[O:59])[CH2:56][CH2:55][O:54][CH2:53][CH2:52]1)=[O:50]. The yield is 0.550. (6) The reactants are CI.[C:3]([O:7][C:8](=[O:32])[NH:9][C:10]1[CH:11]=[N:12][C:13]([CH:16]2[NH:29][C:28]3[C:27]4[C:22](=[CH:23][CH:24]=[C:25]([O:30][CH3:31])[N:26]=4)[N:21]=[CH:20][C:19]=3[O:18][CH2:17]2)=[CH:14][CH:15]=1)([CH3:6])([CH3:5])[CH3:4].[C:33](=O)([O-])[O-].[Cs+].[Cs+]. The catalyst is CN(C)C=O. The product is [C:3]([O:7][C:8](=[O:32])[NH:9][C:10]1[CH:11]=[N:12][C:13]([CH:16]2[N:29]([CH3:33])[C:28]3[C:27]4[C:22](=[CH:23][CH:24]=[C:25]([O:30][CH3:31])[N:26]=4)[N:21]=[CH:20][C:19]=3[O:18][CH2:17]2)=[CH:14][CH:15]=1)([CH3:6])([CH3:5])[CH3:4]. The yield is 0.750. (7) The reactants are [CH:1]1([C@@H:4]([NH:8][C@@H:9]([C:11]2[CH:16]=[CH:15][CH:14]=[CH:13][CH:12]=2)[CH3:10])[C:5]([OH:7])=[O:6])[CH2:3][CH2:2]1.S(Cl)(Cl)=O.[CH3:21]O. No catalyst specified. The product is [CH3:21][O:6][C:5](=[O:7])[C@@H:4]([CH:1]1[CH2:3][CH2:2]1)[NH:8][C@@H:9]([C:11]1[CH:16]=[CH:15][CH:14]=[CH:13][CH:12]=1)[CH3:10]. The yield is 0.700. (8) The reactants are [CH3:1][O:2][C:3]1[C:8]([O:9][CH3:10])=[C:7]([OH:11])[C:6]([CH3:12])=[CH:5][C:4]=1O.[C:14](=[O:17])([O-])[O-].[Cs+].[Cs+].[CH2:20](Br)[C:21]1[CH:26]=[CH:25][CH:24]=[CH:23][CH:22]=1. The catalyst is CN(C=O)C. The product is [CH2:20]([O:11][C:7]1[C:8]([O:9][CH3:10])=[C:3]([O:2][CH3:1])[C:4]([O:17][CH2:14][C:3]2[CH:8]=[CH:7][CH:6]=[CH:5][CH:4]=2)=[CH:5][C:6]=1[CH3:12])[C:21]1[CH:26]=[CH:25][CH:24]=[CH:23][CH:22]=1. The yield is 0.900. (9) The reactants are Br[CH2:2][C:3]1[C:8]([C:9]2[CH:14]=[CH:13][CH:12]=[CH:11][CH:10]=2)=[CH:7][CH:6]=[CH:5][C:4]=1[C:15]1[CH:20]=[CH:19][CH:18]=[CH:17][CH:16]=1.[C-:21]#[N:22].[Na+].O. The catalyst is CN(C=O)C. The product is [C:9]1([C:8]2[CH:7]=[CH:6][CH:5]=[C:4]([C:15]3[CH:20]=[CH:19][CH:18]=[CH:17][CH:16]=3)[C:3]=2[CH2:2][C:21]#[N:22])[CH:10]=[CH:11][CH:12]=[CH:13][CH:14]=1. The yield is 0.570.